From a dataset of Reaction yield outcomes from USPTO patents with 853,638 reactions. Predict the reaction yield, written as a fraction of the theoretical maximum amount of product (1.0 means a 100% yield; for example, 0.34 means a 34% yield). (1) The reactants are [NH:1]1[CH2:5][CH2:4][CH2:3][CH2:2]1.[CH:6]12[O:12][CH:7]1[CH2:8][CH2:9][CH2:10][CH2:11]2. The catalyst is O. The product is [N:1]1([C@H:6]2[CH2:11][CH2:10][CH2:9][CH2:8][C@@H:7]2[OH:12])[CH2:5][CH2:4][CH2:3][CH2:2]1. The yield is 0.870. (2) The reactants are [NH2:1][C:2]1[NH:6][N:5]=[C:4]([NH:7][C:8]2[CH:13]=[CH:12][CH:11]=[C:10]([Cl:14])[CH:9]=2)[C:3]=1[C:15]([NH2:17])=[O:16].[O:18]1[CH:22]=[CH:21][CH:20]=[C:19]1[CH:23]=O.[BH4-].[Na+]. The catalyst is CCO.N1CCCCC1. The product is [Cl:14][C:10]1[CH:9]=[C:8]([NH:7][C:4]2[C:3]([C:15]([NH2:17])=[O:16])=[C:2]([NH:1][CH2:23][C:19]3[O:18][CH:22]=[CH:21][CH:20]=3)[NH:6][N:5]=2)[CH:13]=[CH:12][CH:11]=1. The yield is 0.380. (3) The reactants are [Br:1][C:2]1[CH:3]=[C:4]([C:8]2[CH:24]=[C:11]3[N:12]=[C:13]([CH3:23])[C:14]([C@H:17]([OH:22])[C:18]([O:20][CH3:21])=[O:19])=[C:15]([I:16])[N:10]3[N:9]=2)[CH:5]=[CH:6][CH:7]=1.Cl(O)(=O)(=O)=O. The catalyst is C(Cl)Cl.C(OC(C)(C)C)(=O)C. The product is [Br:1][C:2]1[CH:3]=[C:4]([C:8]2[CH:24]=[C:11]3[N:12]=[C:13]([CH3:23])[C:14]([C@H:17]([O:22][C:4]([CH3:8])([CH3:5])[CH3:3])[C:18]([O:20][CH3:21])=[O:19])=[C:15]([I:16])[N:10]3[N:9]=2)[CH:5]=[CH:6][CH:7]=1. The yield is 0.720. (4) The reactants are C([Mg]Cl)(C)C.C1COCC1.C(O[C:14]([C:16]1[N:17]([S:29](=[O:34])(=[O:33])[N:30]([CH3:32])[CH3:31])[N:18]=[C:19]([CH2:21][O:22][C:23]2[CH:28]=[CH:27][CH:26]=[CH:25][CH:24]=2)[CH:20]=1)=[O:15])C.Cl.[CH3:36][NH:37][O:38][CH3:39]. The catalyst is C(Cl)Cl.[NH4+].[Cl-]. The product is [CH3:39][O:38][N:37]([CH3:36])[C:14]([C:16]1[N:17]([S:29](=[O:33])(=[O:34])[N:30]([CH3:31])[CH3:32])[N:18]=[C:19]([CH2:21][O:22][C:23]2[CH:24]=[CH:25][CH:26]=[CH:27][CH:28]=2)[CH:20]=1)=[O:15]. The yield is 0.440.